Dataset: Full USPTO retrosynthesis dataset with 1.9M reactions from patents (1976-2016). Task: Predict the reactants needed to synthesize the given product. (1) Given the product [S:1]1[C:5]([C:6]2[C:7]([O:16][CH3:21])=[C:8]([CH:11]=[CH:12][C:13]=2[O:14][CH3:15])[CH:9]=[O:10])=[CH:4][C:3]2[CH:17]=[CH:18][CH:19]=[CH:20][C:2]1=2, predict the reactants needed to synthesize it. The reactants are: [S:1]1[C:5]([C:6]2[C:7]([OH:16])=[C:8]([CH:11]=[CH:12][C:13]=2[O:14][CH3:15])[CH:9]=[O:10])=[CH:4][C:3]2[CH:17]=[CH:18][CH:19]=[CH:20][C:2]1=2.[C:21](=O)([O-])[O-].[K+].[K+].CI. (2) Given the product [CH2:1]([N:3]1[C:11]([I:12])=[N:10][C:9]2[C:4]1=[N:5][CH:6]=[N:7][C:8]=2[O:13][C@H:14]1[CH2:18][CH2:17][NH:16][CH2:15]1)[CH3:2].[C:50]([OH:56])([C:52]([F:55])([F:54])[F:53])=[O:51], predict the reactants needed to synthesize it. The reactants are: [CH2:1]([N:3]1[C:11]([I:12])=[N:10][C:9]2[C:4]1=[N:5][CH:6]=[N:7][C:8]=2[O:13][C@H:14]1[CH2:18][CH2:17][N:16](C(OC(C)(C)C)=O)[CH2:15]1)[CH3:2].IC1N(C)C2C(N=1)=C(O[C@H]1CCN(C(OC(C)(C)C)=O)C1)N=CN=2.[C:50]([OH:56])([C:52]([F:55])([F:54])[F:53])=[O:51]. (3) Given the product [CH2:53]([O:60][C:61]([N:63]1[CH2:68][CH2:67][CH:66]([C@@H:69]([NH:72][C:17]([C:16]2[C:11]3[CH:10]=[N:9][N:8]([C:5]4[CH:4]=[CH:3][C:2]([F:1])=[CH:7][CH:6]=4)[C:12]=3[CH:13]=[N:14][CH:15]=2)=[O:19])[CH2:70][CH3:71])[CH2:65][CH:64]1[C:73](=[O:75])[NH2:74])=[O:62])[C:54]1[CH:59]=[CH:58][CH:57]=[CH:56][CH:55]=1, predict the reactants needed to synthesize it. The reactants are: [F:1][C:2]1[CH:7]=[CH:6][C:5]([N:8]2[C:12]3[CH:13]=[N:14][CH:15]=[C:16]([C:17]([OH:19])=O)[C:11]=3[CH:10]=[N:9]2)=[CH:4][CH:3]=1.CCN(C(C)C)C(C)C.CN(C(ON1N=NC2C=CC=NC1=2)=[N+](C)C)C.F[P-](F)(F)(F)(F)F.[CH2:53]([O:60][C:61]([N:63]1[CH2:68][CH2:67][CH:66]([C@@H:69]([NH2:72])[CH2:70][CH3:71])[CH2:65][CH:64]1[C:73](=[O:75])[NH2:74])=[O:62])[C:54]1[CH:59]=[CH:58][CH:57]=[CH:56][CH:55]=1. (4) Given the product [Br:1][C:2]1[CH:3]=[C:4]([CH2:5][OH:6])[CH:9]=[C:10]([O:12][CH2:13][CH3:14])[CH:11]=1, predict the reactants needed to synthesize it. The reactants are: [Br:1][C:2]1[CH:3]=[C:4]([CH:9]=[C:10]([O:12][CH2:13][CH3:14])[CH:11]=1)[C:5](OC)=[O:6].[Li+].[BH4-]. (5) Given the product [NH2:30][C@H:31]([C:39]([OH:41])=[O:40])[CH2:32][CH2:33][CH2:34][NH:35][C:36](=[NH:37])[NH2:38].[F:1][C:2]1[CH:3]=[CH:4][C:5]2[N:10]([CH2:11][CH2:12][CH2:13][NH:14][C:15]3[CH:20]=[CH:19][C:18]([CH2:21][C@H:22]([O:26][CH2:27][CH3:28])[C:23]([OH:25])=[O:24])=[CH:17][CH:16]=3)[CH2:9][CH2:8][O:7][C:6]=2[CH:29]=1, predict the reactants needed to synthesize it. The reactants are: [F:1][C:2]1[CH:3]=[CH:4][C:5]2[N:10]([CH2:11][CH2:12][CH2:13][NH:14][C:15]3[CH:20]=[CH:19][C:18]([CH2:21][C@H:22]([O:26][CH2:27][CH3:28])[C:23]([OH:25])=[O:24])=[CH:17][CH:16]=3)[CH2:9][CH2:8][O:7][C:6]=2[CH:29]=1.[NH2:30][C@H:31]([C:39]([OH:41])=[O:40])[CH2:32][CH2:33][CH2:34][NH:35][C:36](=[NH:38])[NH2:37].